Binary Classification. Given a miRNA mature sequence and a target amino acid sequence, predict their likelihood of interaction. From a dataset of Experimentally validated miRNA-target interactions with 360,000+ pairs, plus equal number of negative samples. (1) The miRNA is hsa-miR-340-5p with sequence UUAUAAAGCAAUGAGACUGAUU. The protein sequence of the target gene is MSAQSLLHSVFSCSSPASGGTASAKGFSKRKLRQTRSLDPALIGGCGSEMGAEGGLRGSTVSRLHSPQLLAEGLGSRLASSPRSQHLRATRFQTPRPLCSSFSTPSTPQEKSPSGSFHFDYEVPLSRSGLKKSMAWDLPSVLAGSGSASSRSPASILSSSGGGPNGIFSSPRRWLQQRKFQPPPNSRSHPYVVWRSEGDFTWNSMSGRSVRLRSVPIQSLSELERARLQEVAFYQLQQDCDLGCQITIPKDGQKRKKSLRKKLDSLGKEKNKDKEFIPQAFGMPLSQVIANDRAYKLKQD.... Result: 0 (no interaction). (2) The miRNA is hsa-miR-219a-5p with sequence UGAUUGUCCAAACGCAAUUCU. The protein sequence of the target gene is MESGKTASPKSMPKDAQMMAQILKDMGITEYEPRVINQMLEFAFRYVTTILDDAKIYSSHAKKATVDADDVRLAIQCRADQSFTSPPPRDFLLDIARQRNQTPLPLIKPYSGPRLPPDRYCLTAPNYRLKSLQKKASTSAGRITVPRLSVGSVTSRPSTPTLGTPTPQTMSVSTKVGTPMSLTGQRFTVQMPTSQSPAVKASIPATSAVQNVLINPSLIGSKNILITTNMMSSQNTANESSNALKRKREDDDDDDDDDDDYDNL. Result: 0 (no interaction). (3) The miRNA is hsa-miR-6722-3p with sequence UGCAGGGGUCGGGUGGGCCAGG. The protein sequence of the target gene is MIMSSYLMDSNYIDPKFPPCEEYSQNSYIPEHSPEYYGRTRESGFQHHHQELYPPPPPRPSYPERQYSCTSLQGPGNSRGHGPAQAGHHHPEKSQSLCEPAPLSGASASPSPAPPACSQPAPDHPSSAASKQPIVYPWMKKIHVSTVNPNYNGGEPKRSRTAYTRQQVLELEKEFHYNRYLTRRRRIEIAHSLCLSERQIKIWFQNRRMKWKKDHRLPNTKVRSAPPAGAAPSTLSAATPGTSEDHSQSATPPEQQRAEDITRL. Result: 1 (interaction). (4) The miRNA is hsa-miR-4520-5p with sequence CCUGCGUGUUUUCUGUCCAA. The protein sequence of the target gene is MSLDMKEHPDAEVQKNQVLTLEDWKEKWVTRHISFHQEQGHQLLKKHLDTFLKGQSGLRVFFPLCGKAIEMKWFADRGHTVVGVEISEIGIREFFAEQNLSYTEEPLAEIAGAKVFKSSSGSISLYCCSIFDLPRANIGKFDRIWDRGALVAINPGDHDRYADIILSLLRKEFQYLVAVLSYDPTKHAGPPFYVPSAELKRLFGTKCSMQCLEEVDALEERHKAWGLDYLFEKLYLLTEK. Result: 0 (no interaction). (5) The miRNA is hsa-miR-3183 with sequence GCCUCUCUCGGAGUCGCUCGGA. The protein sequence of the target gene is MAPRPRARPGVAVACCWLLTVVLRCCVSFNVDVKNSMTFSGPVEDMFGYTVQQYENEEGKWVLIGSPLVGQPKNRTGDVYKCPVGRGESLPCVKLDLPVNTSIPNVTEVKENMTFGSTLVTNPNGGFLACGPLYAYRCGHLHYTTGICSDVSPTFQVVNSIAPVQECSTQLDIVIVLDGSNSIYPWDSVTAFLNDLLERMDIGPKQTQVGIVQYGENVTHEFNLNKYSSTEEVLVAAKKIVQRGGRQTMTALGIDTARKEAFTEARGARRGVKKVMVIVTDGESHDNHRLKKVIQDCEDE.... Result: 1 (interaction). (6) Result: 1 (interaction). The protein sequence of the target gene is MCDKEFMWALKNGDLDEVKDYVAKGEDVNRTLEGGRKPLHYAADCGQLEILEFLLLKGADINAPDKHHITPLLSAVYEGHVSCVKLLLSKGADKTVKGPDGLTALEATDNQAIKALLQ. The miRNA is mmu-miR-1941-5p with sequence AGGGAGAUGCUGGUACAGAGGCUU.